Dataset: Forward reaction prediction with 1.9M reactions from USPTO patents (1976-2016). Task: Predict the product of the given reaction. (1) Given the reactants [Cl:1][C:2]1[CH:7]=[CH:6][CH:5]=[C:4]([F:8])[C:3]=1[C:9]1([OH:35])[C:17]2[C:12](=[CH:13][C:14](SC)=[CH:15][C:16]=2[C:18]([F:21])([F:20])[F:19])[N:11]([CH2:24][C@H:25]2[CH2:28][C@H:27]([N:29]([CH2:32][CH3:33])[CH2:30][CH3:31])[CH2:26]2)[C:10]1=[O:34].OO.[S:38]([O-:42])([O-])(=[O:40])=S.[Na+].[Na+].[C:45](O)(=O)C, predict the reaction product. The product is: [Cl:1][C:2]1[CH:7]=[CH:6][CH:5]=[C:4]([F:8])[C:3]=1[C:9]1([OH:35])[C:17]2[C:12](=[CH:13][C:14]([S:38]([CH3:45])(=[O:42])=[O:40])=[CH:15][C:16]=2[C:18]([F:20])([F:21])[F:19])[N:11]([CH2:24][C@H:25]2[CH2:28][C@H:27]([N:29]([CH2:32][CH3:33])[CH2:30][CH3:31])[CH2:26]2)[C:10]1=[O:34]. (2) Given the reactants [F:1][C:2]1([F:17])[O:6][C:5]2[CH:7]=[CH:8][C:9]([C:11]3([C:14]([OH:16])=O)[CH2:13][CH2:12]3)=[CH:10][C:4]=2[O:3]1.C(Cl)(=O)C(Cl)=O.[NH2:24][CH:25]1[CH2:30][CH2:29][O:28][CH:27]([C:31]2[CH:32]=[C:33]([CH:38]=[CH:39][CH:40]=2)[C:34]([O:36][CH3:37])=[O:35])[CH2:26]1.C(N(CC)CC)C, predict the reaction product. The product is: [F:17][C:2]1([F:1])[O:6][C:5]2[CH:7]=[CH:8][C:9]([C:11]3([C:14]([NH:24][C@H:25]4[CH2:30][CH2:29][O:28][C@@H:27]([C:31]5[CH:32]=[C:33]([CH:38]=[CH:39][CH:40]=5)[C:34]([O:36][CH3:37])=[O:35])[CH2:26]4)=[O:16])[CH2:12][CH2:13]3)=[CH:10][C:4]=2[O:3]1. (3) Given the reactants [F:1][C:2]([F:11])([F:10])[C:3]1[CH:4]=[C:5]([OH:9])[CH:6]=[CH:7][CH:8]=1.Cl[CH2:13][CH2:14][C:15]([OH:17])=[O:16], predict the reaction product. The product is: [F:1][C:2]([F:10])([F:11])[C:3]1[CH:4]=[C:5]([CH:6]=[CH:7][CH:8]=1)[O:9][CH2:13][CH2:14][C:15]([OH:17])=[O:16].